From a dataset of Catalyst prediction with 721,799 reactions and 888 catalyst types from USPTO. Predict which catalyst facilitates the given reaction. Reactant: [Cl:1][C:2]1[CH:17]=[CH:16][C:5]([O:6][C:7]2[CH:12]=[CH:11][C:10]([N+:13]([O-])=O)=[CH:9][CH:8]=2)=[C:4]([CH:18]2[CH2:23][CH2:22][CH2:21][CH2:20][CH2:19]2)[CH:3]=1. Product: [Cl:1][C:2]1[CH:17]=[CH:16][C:5]([O:6][C:7]2[CH:12]=[CH:11][C:10]([NH2:13])=[CH:9][CH:8]=2)=[C:4]([CH:18]2[CH2:23][CH2:22][CH2:21][CH2:20][CH2:19]2)[CH:3]=1. The catalyst class is: 5.